This data is from Full USPTO retrosynthesis dataset with 1.9M reactions from patents (1976-2016). The task is: Predict the reactants needed to synthesize the given product. (1) Given the product [Cl:23][C:22]1[C:4]2[N:3]=[C:2]([O:42][C:31]3[C:32]([Cl:41])=[CH:33][C:34]([O:36][C:37]([F:40])([F:38])[F:39])=[CH:35][C:30]=3[Cl:29])[N:6]([CH2:7][CH2:8][O:9][CH2:10][C:11]3[CH:16]=[CH:15][C:14]([O:17][CH3:18])=[CH:13][CH:12]=3)[C:5]=2[C:19]([CH:24]([CH2:27][CH3:28])[CH2:25][CH3:26])=[CH:20][CH:21]=1, predict the reactants needed to synthesize it. The reactants are: Cl[C:2]1[N:6]([CH2:7][CH2:8][O:9][CH2:10][C:11]2[CH:16]=[CH:15][C:14]([O:17][CH3:18])=[CH:13][CH:12]=2)[C:5]2[C:19]([CH:24]([CH2:27][CH3:28])[CH2:25][CH3:26])=[CH:20][CH:21]=[C:22]([Cl:23])[C:4]=2[N:3]=1.[Cl:29][C:30]1[CH:35]=[C:34]([O:36][C:37]([F:40])([F:39])[F:38])[CH:33]=[C:32]([Cl:41])[C:31]=1[OH:42].C(=O)([O-])[O-].[K+].[K+]. (2) Given the product [ClH:19].[S:2]1[CH:6]=[CH:5][CH:4]=[C:3]1[CH2:7][CH2:8][NH:9][CH:10]([C:13]1[CH:18]=[CH:17][CH:16]=[CH:15][C:14]=1[Cl:19])[C:11]([NH2:12])=[O:21], predict the reactants needed to synthesize it. The reactants are: Cl.[S:2]1[CH:6]=[CH:5][CH:4]=[C:3]1[CH2:7][CH2:8][NH:9][CH:10]([C:13]1[CH:18]=[CH:17][CH:16]=[CH:15][C:14]=1[Cl:19])[C:11]#[N:12].C[OH:21]. (3) Given the product [C:1]1([CH:7]([SiH2:14][Cl:15])[C:8]2[CH:9]=[CH:10][CH:11]=[CH:12][CH:13]=2)[CH:2]=[CH:3][CH:4]=[CH:5][CH:6]=1, predict the reactants needed to synthesize it. The reactants are: [C:1]1([CH:7]([Si:14](Cl)(Cl)[Cl:15])[C:8]2[CH:13]=[CH:12][CH:11]=[CH:10][CH:9]=2)[CH:6]=[CH:5][CH:4]=[CH:3][CH:2]=1.C[SiH](Cl)Cl. (4) Given the product [N:14]1([C:12]2[C:11]([C:20]([F:22])([F:23])[F:21])=[CH:10][C:9]3[NH:24][C:25](=[O:41])[CH2:26][C:27]([C:28]4[CH:33]=[CH:32][CH:31]=[C:30]([C:34]5[CH:35]=[N:36][CH:37]=[CH:38][CH:39]=5)[CH:29]=4)=[N:7][C:8]=3[CH:13]=2)[CH2:15][CH2:16][O:17][CH2:18][CH2:19]1, predict the reactants needed to synthesize it. The reactants are: C(OC(=O)[NH:7][C:8]1[CH:13]=[C:12]([N:14]2[CH2:19][CH2:18][O:17][CH2:16][CH2:15]2)[C:11]([C:20]([F:23])([F:22])[F:21])=[CH:10][C:9]=1[NH:24][C:25](=[O:41])[CH2:26][C:27](=O)[C:28]1[CH:33]=[CH:32][CH:31]=[C:30]([C:34]2[CH:35]=[N:36][CH:37]=[CH:38][CH:39]=2)[CH:29]=1)(C)(C)C.C(O)(C(F)(F)F)=O. (5) Given the product [CH2:1]([N:8]1[CH:13]([CH2:14][O:15][CH:16]([F:18])[F:19])[CH2:12][O:11][C:10]([CH2:21][CH2:22][OH:23])([CH3:20])[C:9]1=[O:24])[C:2]1[CH:7]=[CH:6][CH:5]=[CH:4][CH:3]=1, predict the reactants needed to synthesize it. The reactants are: [CH2:1]([N:8]1[CH:13]([CH2:14][O:15][C:16]([F:19])([F:18])C)[CH2:12][O:11][C:10]([CH2:21][CH:22]=[O:23])([CH3:20])[C:9]1=[O:24])[C:2]1[CH:7]=[CH:6][CH:5]=[CH:4][CH:3]=1.[BH4-].[Na+].O. (6) Given the product [CH3:1][O:2][N:3]([CH3:15])[C:4]([C:6]1[C:14]2[C:9](=[N:10][CH:11]=[CH:12][CH:13]=2)[N:8]([Si:21]([CH:25]([CH3:27])[CH3:26])([CH:22]([CH3:24])[CH3:23])[CH:18]([CH3:20])[CH3:19])[CH:7]=1)=[O:5], predict the reactants needed to synthesize it. The reactants are: [CH3:1][O:2][N:3]([CH3:15])[C:4]([C:6]1[C:14]2[C:9](=[N:10][CH:11]=[CH:12][CH:13]=2)[NH:8][CH:7]=1)=[O:5].[H-].[Na+].[CH:18]([Si:21](Cl)([CH:25]([CH3:27])[CH3:26])[CH:22]([CH3:24])[CH3:23])([CH3:20])[CH3:19]. (7) Given the product [S:18]1[C:22]2[CH:23]=[CH:24][CH:25]=[CH:26][C:21]=2[N:20]=[C:19]1[CH2:27][NH:28][C:15]([C:4]1[C:3]2[C:7](=[CH:8][CH:9]=[CH:10][C:2]=2[Cl:1])[N:6]([CH2:11][CH2:12][O:13][CH3:14])[CH:5]=1)=[O:17], predict the reactants needed to synthesize it. The reactants are: [Cl:1][C:2]1[CH:10]=[CH:9][CH:8]=[C:7]2[C:3]=1[C:4]([C:15]([OH:17])=O)=[CH:5][N:6]2[CH2:11][CH2:12][O:13][CH3:14].[S:18]1[C:22]2[CH:23]=[CH:24][CH:25]=[CH:26][C:21]=2[N:20]=[C:19]1[CH2:27][NH2:28].Cl.CN(C)CCCN=C=NCC.N1(O)C2C=CC=CC=2N=N1.CCN(C(C)C)C(C)C. (8) Given the product [Br:11][C:8]1[CH:9]=[CH:10][C:5]2[O:4][C:3]3[C:12](=[O:13])[NH:14][C:16]([CH2:17][CH:18]4[CH2:23][CH2:22][NH:21][CH2:20][CH2:19]4)=[N:1][C:2]=3[C:6]=2[CH:7]=1, predict the reactants needed to synthesize it. The reactants are: [NH2:1][C:2]1[C:6]2[CH:7]=[C:8]([Br:11])[CH:9]=[CH:10][C:5]=2[O:4][C:3]=1[C:12]([NH2:14])=[O:13].O=[CH:16][CH2:17][CH:18]1[CH2:23][CH2:22][N:21](C(OC(C)(C)C)=O)[CH2:20][CH2:19]1.OS([O-])=O.[Na+].